From a dataset of Forward reaction prediction with 1.9M reactions from USPTO patents (1976-2016). Predict the product of the given reaction. (1) Given the reactants [CH3:1][O:2][C:3]([C@H:5]1[CH2:10][CH2:9][C@@H:8]([NH:11][C:12]([O:14][CH2:15][CH2:16]Cl)=[O:13])[CH2:7][CH2:6]1)=[O:4].C(=O)([O-])[O-].[K+].[K+], predict the reaction product. The product is: [CH3:1][O:2][C:3]([C@H:5]1[CH2:10][CH2:9][C@@H:8]([N:11]2[CH2:16][CH2:15][O:14][C:12]2=[O:13])[CH2:7][CH2:6]1)=[O:4]. (2) The product is: [Br:13][C:14]1[C:15]([O:21][CH3:22])=[C:16]([CH:33]([C:24]2[CH:25]=[CH:26][C:27]3[C:32](=[CH:31][CH:30]=[CH:29][CH:28]=3)[CH:23]=2)[OH:34])[C:17]([F:20])=[CH:18][CH:19]=1. Given the reactants C([Li])CCC.C(NC(C)C)(C)C.[Br:13][C:14]1[CH:19]=[CH:18][C:17]([F:20])=[CH:16][C:15]=1[O:21][CH3:22].[CH:23]1[C:32]2[C:27](=[CH:28][CH:29]=[CH:30][CH:31]=2)[CH:26]=[CH:25][C:24]=1[CH:33]=[O:34], predict the reaction product. (3) Given the reactants [F:1][C:2]1[CH:23]=[CH:22][C:5]2[N:6]([CH2:9][C:10]3[CH:21]=[CH:20][C:13]4[N:14]=[C:15](S(C)=O)[S:16][C:12]=4[CH:11]=3)[CH:7]=[N:8][C:4]=2[CH:3]=1.[NH2:24][C@@H:25]1[CH2:30][CH2:29][CH2:28][CH2:27][C@H:26]1[OH:31].CCN(C(C)C)C(C)C.CN1C(=O)CCC1, predict the reaction product. The product is: [F:1][C:2]1[CH:23]=[CH:22][C:5]2[N:6]([CH2:9][C:10]3[CH:21]=[CH:20][C:13]4[N:14]=[C:15]([NH:24][C@@H:25]5[CH2:30][CH2:29][CH2:28][CH2:27][C@H:26]5[OH:31])[S:16][C:12]=4[CH:11]=3)[CH:7]=[N:8][C:4]=2[CH:3]=1. (4) The product is: [NH2:36][C:37]1[CH:44]=[C:43]([C:16]2[CH:15]=[CH:14][C:12]3[S:13][C:9]([C:4]4[CH:3]=[C:2]([Cl:1])[CH:7]=[C:6]([Cl:8])[CH:5]=4)([C:26]([F:28])([F:27])[F:29])[CH2:10][C:11]=3[CH:17]=2)[CH:42]=[CH:41][C:38]=1[C:39]#[N:40]. Given the reactants [Cl:1][C:2]1[CH:3]=[C:4]([C:9]2([C:26]([F:29])([F:28])[F:27])[S:13][C:12]3[CH:14]=[CH:15][C:16](OS(C(F)(F)F)(=O)=O)=[CH:17][C:11]=3[CH2:10]2)[CH:5]=[C:6]([Cl:8])[CH:7]=1.C(=O)([O-])[O-].[K+].[K+].[NH2:36][C:37]1[CH:44]=[C:43](B2OC(C)(C)C(C)(C)O2)[CH:42]=[CH:41][C:38]=1[C:39]#[N:40], predict the reaction product. (5) The product is: [NH2:8][C:9]1[N:17]=[CH:16][N:15]=[C:14]2[C:10]=1[NH:11][C:12](=[O:32])[N:13]2[C:18]1[CH:19]=[C:20]([NH:24][C:25](=[O:31])[O:26][C:27]([CH3:28])([CH3:30])[CH3:29])[CH:21]=[CH:22][CH:23]=1. Given the reactants C([N:8](CC1C=CC=CC=1)[C:9]1[N:17]=[CH:16][N:15]=[C:14]2[C:10]=1[NH:11][C:12](=[O:32])[N:13]2[C:18]1[CH:19]=[C:20]([NH:24][C:25](=[O:31])[O:26][C:27]([CH3:30])([CH3:29])[CH3:28])[CH:21]=[CH:22][CH:23]=1)C1C=CC=CC=1.Cl, predict the reaction product. (6) Given the reactants [C:1]1([S:7]([NH:10][CH:11]([C:17]2[CH:22]=[CH:21][CH:20]=[C:19]([O:23][CH2:24][C:25]3[CH:30]=[CH:29][CH:28]=[C:27]([NH:31][C:32]([NH2:34])=[NH:33])[CH:26]=3)[CH:18]=2)[CH2:12][C:13]([O:15]C)=[O:14])(=[O:9])=[O:8])[CH:6]=[CH:5][CH:4]=[CH:3][CH:2]=1.[OH-].[Li+], predict the reaction product. The product is: [C:1]1([S:7]([NH:10][CH:11]([C:17]2[CH:22]=[CH:21][CH:20]=[C:19]([O:23][CH2:24][C:25]3[CH:30]=[CH:29][CH:28]=[C:27]([NH:31][C:32]([NH2:34])=[NH:33])[CH:26]=3)[CH:18]=2)[CH2:12][C:13]([OH:15])=[O:14])(=[O:9])=[O:8])[CH:6]=[CH:5][CH:4]=[CH:3][CH:2]=1.